The task is: Predict the product of the given reaction.. This data is from Forward reaction prediction with 1.9M reactions from USPTO patents (1976-2016). (1) Given the reactants [OH:1][C@H:2]1[CH2:6][N:5](C(OC(C)(C)C)=O)[C@H:4]([C:14](=[O:28])[NH:15][CH2:16][C:17]2[CH:22]=[CH:21][C:20]([C:23]3[O:27][CH:26]=[N:25][CH:24]=3)=[CH:19][CH:18]=2)[CH2:3]1.[ClH:29], predict the reaction product. The product is: [ClH:29].[OH:1][C@H:2]1[CH2:6][NH:5][C@H:4]([C:14]([NH:15][CH2:16][C:17]2[CH:18]=[CH:19][C:20]([C:23]3[O:27][CH:26]=[N:25][CH:24]=3)=[CH:21][CH:22]=2)=[O:28])[CH2:3]1. (2) Given the reactants [CH2:1]([OH:11])[CH2:2][CH2:3][CH2:4][CH2:5][CH2:6][CH2:7][CH2:8][CH2:9][OH:10].[CH2:12]([CH:14]([CH2:18][CH2:19][CH2:20][CH3:21])[C:15](O)=[O:16])[CH3:13].C1CCC(N=C=NC2CCCCC2)CC1, predict the reaction product. The product is: [CH2:12]([CH:14]([CH2:18][CH2:19][CH2:20][CH3:21])[C:15]([O:11][CH2:1][CH2:2][CH2:3][CH2:4][CH2:5][CH2:6][CH2:7][CH2:8][CH2:9][OH:10])=[O:16])[CH3:13]. (3) Given the reactants [H-].[Na+].[N:3]([C@H:6]1[C:14]2[C:9](=[CH:10][CH:11]=[CH:12][CH:13]=2)[C@H:8]([C:15]2[C:23]3[C:18](=[CH:19][C:20]([O:24][CH3:25])=[CH:21][CH:22]=3)[NH:17][CH:16]=2)[CH2:7]1)=[N+:4]=[N-:5].[C:26]1([CH3:36])[CH:31]=[CH:30][C:29]([S:32](Cl)(=[O:34])=[O:33])=[CH:28][CH:27]=1.O, predict the reaction product. The product is: [N:3]([C@H:6]1[C:14]2[C:9](=[CH:10][CH:11]=[CH:12][CH:13]=2)[C@H:8]([C:15]2[C:23]3[C:18](=[CH:19][C:20]([O:24][CH3:25])=[CH:21][CH:22]=3)[N:17]([S:32]([C:29]3[CH:30]=[CH:31][C:26]([CH3:36])=[CH:27][CH:28]=3)(=[O:34])=[O:33])[CH:16]=2)[CH2:7]1)=[N+:4]=[N-:5]. (4) The product is: [O:9]=[S:8]1(=[O:10])[C:4]2[CH:3]=[C:2]([B:14]3[O:18][C:17]([CH3:20])([CH3:19])[C:16]([CH3:22])([CH3:21])[O:15]3)[CH:13]=[CH:12][C:5]=2[C:6](=[O:11])[NH:7]1. Given the reactants Br[C:2]1[CH:13]=[CH:12][C:5]2[C:6](=[O:11])[NH:7][S:8](=[O:10])(=[O:9])[C:4]=2[CH:3]=1.[B:14]1([B:14]2[O:18][C:17]([CH3:20])([CH3:19])[C:16]([CH3:22])([CH3:21])[O:15]2)[O:18][C:17]([CH3:20])([CH3:19])[C:16]([CH3:22])([CH3:21])[O:15]1.CC([O-])=O.[K+], predict the reaction product. (5) Given the reactants [CH3:1][C:2]1[CH:7]=[CH:6][C:5]([NH:8][C:9](=[O:19])[C:10]2[CH:15]=[CH:14][CH:13]=[CH:12][C:11]=2[N+:16]([O-])=O)=[CH:4][C:3]=1[C:20]([F:23])([F:22])[F:21], predict the reaction product. The product is: [NH2:16][C:11]1[CH:12]=[CH:13][CH:14]=[CH:15][C:10]=1[C:9]([NH:8][C:5]1[CH:6]=[CH:7][C:2]([CH3:1])=[C:3]([C:20]([F:21])([F:22])[F:23])[CH:4]=1)=[O:19]. (6) Given the reactants [O:1]1[CH2:5][CH2:4][C@@H:3]([NH:6][C:7]2[N:15]=[CH:14][N:13]=[C:12]3[C:8]=2[N:9]=[CH:10][N:11]3[C@@H:16]2[O:20][C@H:19]([CH2:21][S:22]C3C=CC=CC=3C(OC)=O)[C@@H:18]([OH:33])[C@H:17]2[OH:34])[CH2:2]1.S[C:36]1[O:37][C:38]2[CH:44]=[CH:43][CH:42]=[CH:41][C:39]=2[N:40]=1.C(C1C=CC=CC=1S)(OC)=O, predict the reaction product. The product is: [O:1]1[CH2:5][CH2:4][C@@H:3]([NH:6][C:7]2[N:15]=[CH:14][N:13]=[C:12]3[C:8]=2[N:9]=[CH:10][N:11]3[C@H:16]2[C@H:17]([OH:34])[C@H:18]([OH:33])[C@@H:19]([CH2:21][S:22][C:36]3[O:37][C:38]4[CH:44]=[CH:43][CH:42]=[CH:41][C:39]=4[N:40]=3)[O:20]2)[CH2:2]1. (7) Given the reactants C(N(CC)CC)C.[C:8]([C:10]1[C:11](F)=[C:12]([F:30])[CH:13]=[C:14]2[C:19]=1[N:18]([C@@H:20]1[CH2:22][C@@H:21]1[F:23])[CH:17]=[C:16]([C:24]([O:26]CC)=[O:25])[C:15]2=[O:29])#[N:9].C(OC([NH:39][C@:40]12[CH2:48][NH:47][CH2:46][C@@H:45]1[CH2:44][O:43][CH2:42][CH2:41]2)=O)(C)(C)C, predict the reaction product. The product is: [NH2:39][C@:40]12[CH2:48][N:47]([C:11]3[C:10]([C:8]#[N:9])=[C:19]4[C:14]([C:15](=[O:29])[C:16]([C:24]([OH:26])=[O:25])=[CH:17][N:18]4[C@@H:20]4[CH2:22][C@@H:21]4[F:23])=[CH:13][C:12]=3[F:30])[CH2:46][C@@H:45]1[CH2:44][O:43][CH2:42][CH2:41]2. (8) Given the reactants [Br:1][C:2]1[C:10]2[C:5](=[N:6][C:7]([S:11]([N:14]([CH2:20][C:21]3[CH:26]=[CH:25][C:24]([O:27][CH3:28])=[CH:23][C:22]=3[O:29][CH3:30])[C:15]3[S:19][N:18]=[CH:17][N:16]=3)(=[O:13])=[O:12])=[CH:8][CH:9]=2)[NH:4][CH:3]=1.[F-].[Cs+].[C:33](O[C:33]([O:35][C:36]([CH3:39])([CH3:38])[CH3:37])=[O:34])([O:35][C:36]([CH3:39])([CH3:38])[CH3:37])=[O:34], predict the reaction product. The product is: [Br:1][C:2]1[C:10]2[C:5](=[N:6][C:7]([S:11](=[O:12])(=[O:13])[N:14]([CH2:20][C:21]3[CH:26]=[CH:25][C:24]([O:27][CH3:28])=[CH:23][C:22]=3[O:29][CH3:30])[C:15]3[S:19][N:18]=[CH:17][N:16]=3)=[CH:8][CH:9]=2)[N:4]([C:33]([O:35][C:36]([CH3:39])([CH3:38])[CH3:37])=[O:34])[CH:3]=1.